This data is from Forward reaction prediction with 1.9M reactions from USPTO patents (1976-2016). The task is: Predict the product of the given reaction. (1) Given the reactants [Cl:1][C:2]1[C:3]([F:31])=[C:4]([CH:8]2[C:12]([C:15]3[CH:20]=[CH:19][C:18]([Cl:21])=[CH:17][C:16]=3[F:22])([C:13]#[N:14])[CH:11]([CH2:23][C:24]([CH3:27])([CH3:26])[CH3:25])[NH:10][CH:9]2[C:28]([OH:30])=O)[CH:5]=[CH:6][CH:7]=1.CN(C(O[N:40]1N=N[C:42]2[CH:43]=[CH:44][CH:45]=[N:46][C:41]1=2)=[N+](C)C)C.F[P-](F)(F)(F)(F)F.[CH3:56]CN(C(C)C)C(C)C.NC1C=C([CH2:72][S:73](N)(=[O:75])=[O:74])C=CC=1, predict the reaction product. The product is: [CH3:72][S:73]([NH:46][C:45]1[CH:56]=[C:41]([NH:40][C:28]([CH:9]2[CH:8]([C:4]3[CH:5]=[CH:6][CH:7]=[C:2]([Cl:1])[C:3]=3[F:31])[C:12]([C:15]3[CH:20]=[CH:19][C:18]([Cl:21])=[CH:17][C:16]=3[F:22])([C:13]#[N:14])[CH:11]([CH2:23][C:24]([CH3:27])([CH3:25])[CH3:26])[NH:10]2)=[O:30])[CH:42]=[CH:43][CH:44]=1)(=[O:75])=[O:74]. (2) Given the reactants Cl[C:2]1[N:3]=[CH:4][C:5]2[N:11]([CH3:12])[C:10](=[O:13])[CH2:9][CH:8]([CH3:14])[N:7]([CH:15]3[CH2:19][CH2:18][CH2:17][CH2:16]3)[C:6]=2[N:20]=1.[NH2:21][C:22]1[CH:30]=[CH:29][C:25]([C:26]([OH:28])=[O:27])=[CH:24][C:23]=1[O:31][CH3:32].C(O)C, predict the reaction product. The product is: [CH:15]1([N:7]2[CH:8]([CH3:14])[CH2:9][C:10](=[O:13])[N:11]([CH3:12])[C:5]3[CH:4]=[N:3][C:2]([NH:21][C:22]4[CH:30]=[CH:29][C:25]([C:26]([OH:28])=[O:27])=[CH:24][C:23]=4[O:31][CH3:32])=[N:20][C:6]2=3)[CH2:19][CH2:18][CH2:17][CH2:16]1. (3) Given the reactants [O:1]([C:8]([N:10]1[CH2:16][CH2:15][C:14]2[CH:17]=[CH:18][CH:19]=[CH:20][C:13]=2[CH:12]=[N:11]1)=O)[C:2]1C=CC=C[CH:3]=1.[NH2:21]C(N)=O.CS(O)(=O)=O.O=P12OP3(OP(OP(O3)(O1)=O)(=O)O2)=O, predict the reaction product. The product is: [O:1]1[CH:2]=[CH:3][N:21]=[C:8]1[N:10]1[CH2:16][CH2:15][C:14]2[CH:17]=[CH:18][CH:19]=[CH:20][C:13]=2[CH:12]=[N:11]1.